This data is from Full USPTO retrosynthesis dataset with 1.9M reactions from patents (1976-2016). The task is: Predict the reactants needed to synthesize the given product. Given the product [Cl:27][C:22]1[CH:21]=[C:20]([C@H:18]2[C:17]3[C:12](=[CH:13][CH:14]=[CH:15][CH:16]=3)[CH:11]=[C:10]([CH:8]([NH2:7])[CH3:9])[CH2:19]2)[CH:25]=[CH:24][C:23]=1[Cl:26], predict the reactants needed to synthesize it. The reactants are: C(OC(=O)[NH:7][CH:8]([C:10]1[CH2:19][C@@H:18]([C:20]2[CH:25]=[CH:24][C:23]([Cl:26])=[C:22]([Cl:27])[CH:21]=2)[C:17]2[C:12](=[CH:13][CH:14]=[CH:15][CH:16]=2)[CH:11]=1)[CH3:9])(C)(C)C.C(O)(C(F)(F)F)=O.